This data is from Peptide-MHC class I binding affinity with 185,985 pairs from IEDB/IMGT. The task is: Regression. Given a peptide amino acid sequence and an MHC pseudo amino acid sequence, predict their binding affinity value. This is MHC class I binding data. (1) The peptide sequence is AIVTCGAETL. The MHC is HLA-A02:01 with pseudo-sequence HLA-A02:01. The binding affinity (normalized) is 0.0530. (2) The peptide sequence is EGIEGRIAY. The MHC is HLA-A26:01 with pseudo-sequence HLA-A26:01. The binding affinity (normalized) is 0.799. (3) The peptide sequence is TIEDDKIVT. The MHC is HLA-A02:01 with pseudo-sequence HLA-A02:01. The binding affinity (normalized) is 0.